From a dataset of Catalyst prediction with 721,799 reactions and 888 catalyst types from USPTO. Predict which catalyst facilitates the given reaction. (1) Reactant: [C:1]([O:5][C:6]([N:8]([C:51]([O:53][C:54]([CH3:57])([CH3:56])[CH3:55])=[O:52])[C:9]1[C:18]2[C:13](=[CH:14][C:15]([NH:19][CH:20]([C:40]3[CH:45]=[C:44]([CH3:46])[C:43]([CH2:47][CH2:48][OH:49])=[C:42]([CH3:50])[CH:41]=3)[C:21]([NH:23][C@@H:24]([C:31]3[CH:36]=[CH:35][CH:34]=[C:33]([N+:37]([O-])=O)[CH:32]=3)[CH2:25][C:26]([O:28][CH2:29][CH3:30])=[O:27])=[O:22])=[CH:16][CH:17]=2)[CH:12]=[CH:11][N:10]=1)=[O:7])([CH3:4])([CH3:3])[CH3:2]. Product: [NH2:37][C:33]1[CH:32]=[C:31]([C@H:24]([NH:23][C:21](=[O:22])[CH:20]([NH:19][C:15]2[CH:14]=[C:13]3[C:18](=[CH:17][CH:16]=2)[C:9]([N:8]([C:6]([O:5][C:1]([CH3:4])([CH3:3])[CH3:2])=[O:7])[C:51]([O:53][C:54]([CH3:56])([CH3:57])[CH3:55])=[O:52])=[N:10][CH:11]=[CH:12]3)[C:40]2[CH:45]=[C:44]([CH3:46])[C:43]([CH2:47][CH2:48][OH:49])=[C:42]([CH3:50])[CH:41]=2)[CH2:25][C:26]([O:28][CH2:29][CH3:30])=[O:27])[CH:36]=[CH:35][CH:34]=1. The catalyst class is: 19. (2) Reactant: C(N1CCN(CCC[O:13][C:14]2[CH:19]=[CH:18][C:17]([CH:20]3[CH2:25][CH2:24][N:23](C4CCC5N(C(C(F)(F)F)=NN=5)N=4)[CH2:22][CH2:21]3)=[CH:16][CH:15]=2)CC1)(=O)C. Product: [NH:23]1[CH2:24][CH2:25][CH:20]([C:17]2[CH:16]=[CH:15][C:14]([OH:13])=[CH:19][CH:18]=2)[CH2:21][CH2:22]1. The catalyst class is: 43. (3) Reactant: [Cl:1][C:2]1[CH:23]=[CH:22][CH:21]=[CH:20][C:3]=1[CH2:4][N:5]([CH3:19])[C:6](=[O:18])[CH2:7][CH2:8][CH2:9][S:10][C:11]1[CH:16]=[CH:15][C:14]([OH:17])=[CH:13][CH:12]=1.ClC1C=CC=C(C(OO)=[O:32])C=1. Product: [Cl:1][C:2]1[CH:23]=[CH:22][CH:21]=[CH:20][C:3]=1[CH2:4][N:5]([CH3:19])[C:6](=[O:18])[CH2:7][CH2:8][CH2:9][S:10]([C:11]1[CH:16]=[CH:15][C:14]([OH:17])=[CH:13][CH:12]=1)=[O:32]. The catalyst class is: 4.